Dataset: Forward reaction prediction with 1.9M reactions from USPTO patents (1976-2016). Task: Predict the product of the given reaction. (1) Given the reactants [CH:1]1([C:4]2[O:8][N:7]=[C:6]([C@H:9]3[C@H:13]([C:14]4[S:15][CH:16]=[CH:17][N:18]=4)[NH:12][C@:11]([CH2:26][CH:27]([CH3:29])[CH3:28])([C:19]([O:21]C(C)(C)C)=[O:20])[CH2:10]3)[N:5]=2)[CH2:3][CH2:2]1.[CH3:30][O:31][C:32]1[CH:33]=[C:34]([CH:38]=[CH:39][C:40]=1[C:41]([CH3:44])([CH3:43])[CH3:42])[C:35](Cl)=[O:36].FC(F)(F)C(O)=O, predict the reaction product. The product is: [CH:1]1([C:4]2[O:8][N:7]=[C:6]([C@H:9]3[C@H:13]([C:14]4[S:15][CH:16]=[CH:17][N:18]=4)[N:12]([C:35](=[O:36])[C:34]4[CH:38]=[CH:39][C:40]([C:41]([CH3:42])([CH3:43])[CH3:44])=[C:32]([O:31][CH3:30])[CH:33]=4)[C@:11]([CH2:26][CH:27]([CH3:29])[CH3:28])([C:19]([OH:21])=[O:20])[CH2:10]3)[N:5]=2)[CH2:3][CH2:2]1. (2) Given the reactants Cl[C:2]1[N:7]=[C:6](Cl)[C:5]([F:9])=[CH:4][N:3]=1.[CH2:10]([O:17][C:18]1[CH:24]=[CH:23][C:21]([NH2:22])=[CH:20][C:19]=1[C:25]([F:28])([F:27])[F:26])[C:11]1[CH:16]=[CH:15][CH:14]=[CH:13][CH:12]=1, predict the reaction product. The product is: [CH2:10]([O:17][C:18]1[CH:24]=[CH:23][C:21]([NH:22][C:2]2[N:7]=[C:6]([NH:22][C:21]3[CH:23]=[CH:24][C:18]([O:17][CH2:10][C:11]4[CH:12]=[CH:13][CH:14]=[CH:15][CH:16]=4)=[C:19]([C:25]([F:26])([F:27])[F:28])[CH:20]=3)[C:5]([F:9])=[CH:4][N:3]=2)=[CH:20][C:19]=1[C:25]([F:26])([F:27])[F:28])[C:11]1[CH:12]=[CH:13][CH:14]=[CH:15][CH:16]=1.